This data is from Full USPTO retrosynthesis dataset with 1.9M reactions from patents (1976-2016). The task is: Predict the reactants needed to synthesize the given product. Given the product [CH3:1][O:2][C:3]1[CH:32]=[C:31]([O:33][CH3:34])[CH:30]=[CH:29][C:4]=1[CH2:5][NH:6][C:7]1[N:16]2[N:6]=[C:5]([CH2:4][CH2:3][OH:2])[N:17]=[C:15]2[C:14]2[C:9](=[C:10]3[O:26][C:25]([F:28])([F:27])[O:24][C:11]3=[CH:12][CH:13]=2)[N:8]=1, predict the reactants needed to synthesize it. The reactants are: [CH3:1][O:2][C:3]1[CH:32]=[C:31]([O:33][CH3:34])[CH:30]=[CH:29][C:4]=1[CH2:5][NH:6][C:7]1[N:16]=[C:15]([NH:17]NC(=O)CCO)[C:14]2[CH:13]=[CH:12][C:11]3[O:24][C:25]([F:28])([F:27])[O:26][C:10]=3[C:9]=2[N:8]=1.